Dataset: Forward reaction prediction with 1.9M reactions from USPTO patents (1976-2016). Task: Predict the product of the given reaction. The product is: [F:29][C:30]([F:35])([F:34])[C:31]([OH:33])=[O:32].[F:29][C:30]([F:35])([F:34])[C:31]([OH:33])=[O:32].[F:29][C:30]([F:35])([F:34])[C:31]([OH:33])=[O:32].[NH:20]1[CH2:19][CH:18]([C:13]2[C:12]([C:4]3[CH:5]=[CH:6][C:7]([C:8]([NH:9][CH3:10])=[O:11])=[C:2]([F:1])[CH:3]=3)=[N:17][CH:16]=[CH:15][N:14]=2)[CH2:21]1. Given the reactants [F:1][C:2]1[CH:3]=[C:4]([C:12]2[C:13]([CH:18]3[CH2:21][N:20](C(OC(C)(C)C)=O)[CH2:19]3)=[N:14][CH:15]=[CH:16][N:17]=2)[CH:5]=[CH:6][C:7]=1[C:8](=[O:11])[NH:9][CH3:10].[F:29][C:30]([F:35])([F:34])[C:31]([OH:33])=[O:32], predict the reaction product.